Dataset: Reaction yield outcomes from USPTO patents with 853,638 reactions. Task: Predict the reaction yield, written as a fraction of the theoretical maximum amount of product (1.0 means a 100% yield; for example, 0.34 means a 34% yield). (1) The reactants are [Cl:1][C:2]1[CH:3]=[CH:4][C:5]2[C:6]([N:12]=1)=[N:7][C:8]([NH2:11])=[CH:9][N:10]=2.[CH2:13]([N:15]=[C:16]=[O:17])[CH3:14]. The catalyst is O1CCOCC1. The product is [Cl:1][C:2]1[CH:3]=[CH:4][C:5]2[C:6]([N:12]=1)=[N:7][C:8]([NH:11][C:16]([NH:15][CH2:13][CH3:14])=[O:17])=[CH:9][N:10]=2. The yield is 0.933. (2) The reactants are [CH3:1][O:2][N:3]=[C:4]([C:13]1[CH:18]=[CH:17][C:16]([Cl:19])=[CH:15][CH:14]=1)[CH:5](Br)[CH2:6][CH:7]1[CH2:11][CH2:10][CH2:9][CH2:8]1.[NH3:20]. The catalyst is CO. The product is [CH3:1][O:2][N:3]=[C:4]([C:13]1[CH:18]=[CH:17][C:16]([Cl:19])=[CH:15][CH:14]=1)[CH:5]([NH2:20])[CH2:6][CH:7]1[CH2:11][CH2:10][CH2:9][CH2:8]1. The yield is 0.450. (3) The yield is 0.500. The product is [Cl:1][C:2]1[CH:3]=[CH:4][C:5]2[C:11]3[N:12]=[C:13]([I:26])[N:14]=[CH:15][C:10]=3[CH2:9][N:8]=[C:7]([C:17]3[C:22]([F:23])=[CH:21][CH:20]=[CH:19][C:18]=3[F:24])[C:6]=2[CH:25]=1. The catalyst is [Cu]I.C(OCC)(=O)C.O1CCCC1. The reactants are [Cl:1][C:2]1[CH:3]=[CH:4][C:5]2[C:11]3[N:12]=[C:13](N)[N:14]=[CH:15][C:10]=3[CH2:9][N:8]=[C:7]([C:17]3[C:22]([F:23])=[CH:21][CH:20]=[CH:19][C:18]=3[F:24])[C:6]=2[CH:25]=1.[I:26]CI.N(OCCC(C)C)=O.Cl. (4) The reactants are [Cl:1][C:2]1[CH:7]=[CH:6][C:5]([C:8]2[N:12]([CH2:13][C:14](O)=[O:15])[C:11]3[C:17]([CH:24]=[O:25])=[C:18]([C:20]([O:22][CH3:23])=[O:21])[S:19][C:10]=3[C:9]=2[CH:26]2[CH2:31][CH2:30][CH2:29][CH2:28][CH2:27]2)=[CH:4][CH:3]=1.CCN(C(C)C)C(C)C.CN(C(ON1N=NC2C=CC=NC1=2)=[N+](C)C)C.F[P-](F)(F)(F)(F)F.[CH:65]([N:68]1[CH2:72][CH2:71][CH:70]([NH:73][CH3:74])[CH2:69]1)([CH3:67])[CH3:66]. The catalyst is CN(C=O)C. The product is [Cl:1][C:2]1[CH:3]=[CH:4][C:5]([C:8]2[N:12]([CH2:13][C:14]([N:73]([CH:70]3[CH2:71][CH2:72][N:68]([CH:65]([CH3:67])[CH3:66])[CH2:69]3)[CH3:74])=[O:15])[C:11]3[C:17]([CH:24]=[O:25])=[C:18]([C:20]([O:22][CH3:23])=[O:21])[S:19][C:10]=3[C:9]=2[CH:26]2[CH2:31][CH2:30][CH2:29][CH2:28][CH2:27]2)=[CH:6][CH:7]=1. The yield is 0.620. (5) The reactants are [F:1][C:2]([F:27])([C:11]([C:13]1[CH:18]=[CH:17][C:16]([O:19][CH2:20][CH2:21][CH2:22][C:23]([F:26])([F:25])[F:24])=[CH:15][CH:14]=1)=O)[C:3]([N:5]1[CH2:10][CH2:9][CH2:8][CH2:7][CH2:6]1)=[O:4].[CH3:28][C:29]([S:32]([NH2:34])=[O:33])([CH3:31])[CH3:30]. The catalyst is C1COCC1.[Cl-].[Na+].O.CCOC(C)=O. The product is [F:1][C:2]([F:27])([C:3](=[O:4])[N:5]1[CH2:10][CH2:9][CH2:8][CH2:7][CH2:6]1)[C:11](=[N:34][S:32]([C:29]([CH3:31])([CH3:30])[CH3:28])=[O:33])[C:13]1[CH:18]=[CH:17][C:16]([O:19][CH2:20][CH2:21][CH2:22][C:23]([F:26])([F:25])[F:24])=[CH:15][CH:14]=1. The yield is 0.590. (6) The reactants are [CH3:1][O:2][C:3](=[O:13])[C:4]#[C:5][C:6]1[CH:11]=[CH:10][C:9]([F:12])=[CH:8][CH:7]=1.[C:14]([O:18][C:19]([N:21]1[C:30]2[C:25](=[CH:26][CH:27]=[C:28]([CH2:31][CH2:32][O:33][C:34]3[CH:35]=[C:36]4[C:40](=[CH:41][CH:42]=3)[NH:39][CH:38]=[CH:37]4)[N:29]=2)[CH2:24][CH2:23][CH2:22]1)=[O:20])([CH3:17])([CH3:16])[CH3:15]. No catalyst specified. The product is [C:14]([O:18][C:19]([N:21]1[C:30]2[C:25](=[CH:26][CH:27]=[C:28]([CH2:31][CH2:32][O:33][C:34]3[CH:35]=[C:36]4[C:40](=[CH:41][CH:42]=3)[N:39]([C:5]([C:6]3[CH:11]=[CH:10][C:9]([F:12])=[CH:8][CH:7]=3)=[CH:4][C:3]([O:2][CH3:1])=[O:13])[CH:38]=[CH:37]4)[N:29]=2)[CH2:24][CH2:23][CH2:22]1)=[O:20])([CH3:17])([CH3:15])[CH3:16]. The yield is 0.730. (7) The reactants are CC1C=CC(S(OCC2CC3C=CC=C(C4C=CC(F)=CC=4)C=3O2)(=O)=O)=CC=1.[N-]=[N+]=[N-].[Na+].N(CC1CC2C=C(Cl)C=C(C3C=CSC=3)C=2O1)=[N+]=[N-].[N:52]([CH2:55][CH:56]1[CH2:60][C:59]2[CH:61]=[CH:62][CH:63]=[C:64]([C:65]3[CH:70]=[CH:69][C:68]([F:71])=[CH:67][CH:66]=3)[C:58]=2[O:57]1)=[N+]=[N-].[N-]=[N+]=[N-]. The catalyst is [Pd]. The product is [F:71][C:68]1[CH:67]=[CH:66][C:65]([C:64]2[C:58]3[O:57][CH:56]([CH2:55][NH2:52])[CH2:60][C:59]=3[CH:61]=[CH:62][CH:63]=2)=[CH:70][CH:69]=1. The yield is 0.640. (8) The reactants are Br[C:2]1[CH:9]=[CH:8][C:5]([C:6]#[N:7])=[CH:4][CH:3]=1.C([Li])CCC.C([O:18][B:19](OC(C)C)[O:20]C(C)C)(C)C.Cl. The catalyst is [Cl-].[Na+].O1CCCC1. The product is [C:6]([C:5]1[CH:8]=[CH:9][C:2]([B:19]([OH:20])[OH:18])=[CH:3][CH:4]=1)#[N:7]. The yield is 0.250. (9) The reactants are [CH3:1][O:2][C:3](=[O:16])[C:4]1[CH:9]=[CH:8][C:7]([CH:10]([F:12])[CH3:11])=[CH:6][C:5]=1[N+:13]([O-])=O. The catalyst is CO.CCO.[Ni]. The product is [CH3:1][O:2][C:3](=[O:16])[C:4]1[CH:9]=[CH:8][C:7]([CH:10]([F:12])[CH3:11])=[CH:6][C:5]=1[NH2:13]. The yield is 0.930. (10) The yield is 0.650. No catalyst specified. The product is [Cl:20][C:21]1[CH:22]=[C:23]([CH:25]=[CH:26][C:27]=1[O:28][C:29]1[CH:34]=[CH:33][CH:32]=[CH:31][N:30]=1)[NH:24][C:2]1[C:11]2[C:6](=[CH:7][CH:8]=[CH:9][C:10]=2[O:12][CH:13]2[CH2:18][CH2:17][N:16]([CH3:19])[CH2:15][CH2:14]2)[N:5]=[CH:4][N:3]=1. The reactants are Cl[C:2]1[C:11]2[C:6](=[CH:7][CH:8]=[CH:9][C:10]=2[O:12][CH:13]2[CH2:18][CH2:17][N:16]([CH3:19])[CH2:15][CH2:14]2)[N:5]=[CH:4][N:3]=1.[Cl:20][C:21]1[CH:22]=[C:23]([CH:25]=[CH:26][C:27]=1[O:28][C:29]1[CH:34]=[CH:33][CH:32]=[CH:31][N:30]=1)[NH2:24].